This data is from Full USPTO retrosynthesis dataset with 1.9M reactions from patents (1976-2016). The task is: Predict the reactants needed to synthesize the given product. (1) Given the product [F:8][C:6]1[CH:5]=[CH:4][N:3]=[C:2]([NH:10][C:9](=[O:16])[O:11][C:12]([CH3:15])([CH3:14])[CH3:13])[CH:7]=1, predict the reactants needed to synthesize it. The reactants are: Cl[C:2]1[CH:7]=[C:6]([F:8])[CH:5]=[CH:4][N:3]=1.[C:9](=[O:16])([O:11][C:12]([CH3:15])([CH3:14])[CH3:13])[NH2:10].C(=O)([O-])[O-].[Cs+].[Cs+]. (2) Given the product [CH2:7]([O:14][CH2:15][C@H:16]([NH:34][C:35](=[O:38])[CH2:36][N:3]1[CH:4]=[CH:5][N:6]=[C:2]1[CH3:1])[C:17]([NH:19][C:20]1[CH:25]=[CH:24][C:23]([O:26][C:27]2[CH:32]=[CH:31][C:30]([F:33])=[CH:29][CH:28]=2)=[CH:22][CH:21]=1)=[O:18])[C:8]1[CH:13]=[CH:12][CH:11]=[CH:10][CH:9]=1, predict the reactants needed to synthesize it. The reactants are: [CH3:1][C:2]1[NH:3][CH:4]=[CH:5][N:6]=1.[CH2:7]([O:14][CH2:15][C@H:16]([NH:34][C:35](=[O:38])[CH2:36]Cl)[C:17]([NH:19][C:20]1[CH:25]=[CH:24][C:23]([O:26][C:27]2[CH:32]=[CH:31][C:30]([F:33])=[CH:29][CH:28]=2)=[CH:22][CH:21]=1)=[O:18])[C:8]1[CH:13]=[CH:12][CH:11]=[CH:10][CH:9]=1.CN(C=O)C. (3) Given the product [Si:19]([O:14][CH:10]1[CH2:11][CH2:12][CH2:13][C:8]([C:5]2[N:6]=[CH:7][C:2]([NH2:1])=[N:3][CH:4]=2)=[CH:9]1)([C:15]([CH3:18])([CH3:17])[CH3:16])([CH3:21])[CH3:20], predict the reactants needed to synthesize it. The reactants are: [NH2:1][C:2]1[N:3]=[CH:4][C:5]([C:8]2[CH2:13][CH2:12][CH2:11][CH:10]([OH:14])[CH:9]=2)=[N:6][CH:7]=1.[C:15]([Si:19](Cl)([CH3:21])[CH3:20])([CH3:18])([CH3:17])[CH3:16].N1C=CN=C1.